From a dataset of Reaction yield outcomes from USPTO patents with 853,638 reactions. Predict the reaction yield, written as a fraction of the theoretical maximum amount of product (1.0 means a 100% yield; for example, 0.34 means a 34% yield). The reactants are [S:1]1[CH:5]=[CH:4][CH:3]=[C:2]1[CH:6]1[C:15]2[C:10](=[CH:11][CH:12]=[CH:13][CH:14]=2)[CH2:9][CH2:8][NH:7]1.CN(C(ON1N=NC2C=CC=NC1=2)=[N+](C)C)C.F[P-](F)(F)(F)(F)F.CCN(CC)CC.[O:47]=[C:48]([NH:54][CH2:55][C:56]1[CH:61]=[CH:60][CH:59]=[C:58]([C:62]([F:65])([F:64])[F:63])[CH:57]=1)[CH2:49][CH2:50][C:51](O)=[O:52]. The catalyst is C1COCC1. The product is [O:52]=[C:51]([N:7]1[CH2:8][CH2:9][C:10]2[C:15](=[CH:14][CH:13]=[CH:12][CH:11]=2)[CH:6]1[C:2]1[S:1][CH:5]=[CH:4][CH:3]=1)[CH2:50][CH2:49][C:48]([NH:54][CH2:55][C:56]1[CH:61]=[CH:60][CH:59]=[C:58]([C:62]([F:63])([F:64])[F:65])[CH:57]=1)=[O:47]. The yield is 0.870.